Dataset: Serine/threonine kinase 33 screen with 319,792 compounds. Task: Binary Classification. Given a drug SMILES string, predict its activity (active/inactive) in a high-throughput screening assay against a specified biological target. The drug is S(O)(=O)(=O)c1cc(N\N=C2\c3c(C=CC2=O)cccc3)ccc1. The result is 1 (active).